Dataset: Reaction yield outcomes from USPTO patents with 853,638 reactions. Task: Predict the reaction yield, written as a fraction of the theoretical maximum amount of product (1.0 means a 100% yield; for example, 0.34 means a 34% yield). (1) The reactants are [Cl:1][C:2]1[CH:11]=[C:10]2[C:5]([CH:6]=[CH:7][C:8]([CH3:12])=[N:9]2)=[C:4]([N:13]2[CH2:18][CH2:17][N:16]([CH2:19][CH2:20][C:21]3[CH:22]=[C:23]([CH:25]=[CH:26][CH:27]=3)[NH2:24])[CH2:15][CH2:14]2)[CH:3]=1.[CH3:28][S:29]([Cl:32])(=[O:31])=[O:30]. No catalyst specified. The product is [ClH:1].[ClH:32].[Cl:1][C:2]1[CH:11]=[C:10]2[C:5]([CH:6]=[CH:7][C:8]([CH3:12])=[N:9]2)=[C:4]([N:13]2[CH2:14][CH2:15][N:16]([CH2:19][CH2:20][C:21]3[CH:22]=[C:23]([NH:24][S:29]([CH3:28])(=[O:31])=[O:30])[CH:25]=[CH:26][CH:27]=3)[CH2:17][CH2:18]2)[CH:3]=1. The yield is 0.650. (2) The reactants are [NH2:1][C:2]1[CH:6]=[C:5]([C:7]2[CH:12]=[CH:11][CH:10]=[CH:9][CH:8]=2)[NH:4][N:3]=1.[C:13]([Cl:19])(=O)[CH2:14][C:15]([Cl:17])=O. The catalyst is C(#N)C.O. The product is [Cl:17][C:15]1[CH:14]=[C:13]([Cl:19])[N:3]2[N:4]=[C:5]([C:7]3[CH:12]=[CH:11][CH:10]=[CH:9][CH:8]=3)[CH:6]=[C:2]2[N:1]=1. The yield is 0.100. (3) The reactants are [CH2:1]([S:9][C@H:10]1[C:31]2[C:22](=[CH:23][C:24]3[C:29]([CH:30]=2)=[CH:28][CH:27]=[CH:26][CH:25]=3)[C@H:21]([S:32][CH2:33][CH2:34][C:35]2[CH:40]=[CH:39][CH:38]=[CH:37][CH:36]=2)[C:20]2[CH:19]=[C:18]3[C:13]([CH:14]=[CH:15][CH:16]=[CH:17]3)=[CH:12][C:11]1=2)[CH2:2][C:3]1[CH:8]=[CH:7][CH:6]=[CH:5][CH:4]=1.ClC1C(=O)C(Cl)=C(Cl)C(=O)C=1Cl.C(=O)([O-])[O-].[K+].[K+]. The catalyst is C1C=CC=CC=1. The product is [CH2:1]([S:9][C:10]1[C:31]2[C:22](=[CH:23][C:24]3[C:29]([CH:30]=2)=[CH:28][CH:27]=[CH:26][CH:25]=3)[C:21]([S:32][CH2:33][CH2:34][C:35]2[CH:40]=[CH:39][CH:38]=[CH:37][CH:36]=2)=[C:20]2[C:11]=1[CH:12]=[C:13]1[C:18](=[CH:19]2)[CH:17]=[CH:16][CH:15]=[CH:14]1)[CH2:2][C:3]1[CH:4]=[CH:5][CH:6]=[CH:7][CH:8]=1. The yield is 0.720. (4) The reactants are [CH3:1][O:2][C:3]1[CH:11]=[CH:10][C:9]([O:12][CH3:13])=[CH:8][C:4]=1[C:5]([OH:7])=O.[C:14]1([N:20]2[CH2:25][CH2:24][NH:23][CH2:22][CH2:21]2)[CH:19]=[CH:18][CH:17]=[CH:16][CH:15]=1.C(N(C(C)C)C(C)C)C. The catalyst is O=S(Cl)Cl.C(Cl)Cl. The product is [CH3:1][O:2][C:3]1[CH:11]=[CH:10][C:9]([O:12][CH3:13])=[CH:8][C:4]=1[C:5]([N:23]1[CH2:24][CH2:25][N:20]([C:14]2[CH:19]=[CH:18][CH:17]=[CH:16][CH:15]=2)[CH2:21][CH2:22]1)=[O:7]. The yield is 0.950.